Dataset: Reaction yield outcomes from USPTO patents with 853,638 reactions. Task: Predict the reaction yield, written as a fraction of the theoretical maximum amount of product (1.0 means a 100% yield; for example, 0.34 means a 34% yield). (1) The reactants are [CH3:1][NH:2][CH2:3][CH2:4][C:5]1[CH:10]=[CH:9][C:8]([O:11]C)=[CH:7][CH:6]=1.B(Br)(Br)[Br:14]. The catalyst is C(Cl)Cl. The product is [BrH:14].[CH3:1][NH:2][CH2:3][CH2:4][C:5]1[CH:10]=[CH:9][C:8]([OH:11])=[CH:7][CH:6]=1. The yield is 0.660. (2) The catalyst is C(Cl)Cl. The product is [F:1][C:2]1[CH:3]=[C:4]([C@H:8]2[CH2:12][CH2:11][CH2:10][N:9]2[C:13]2[CH:18]=[CH:17][N:16]3[N:19]=[CH:20][C:21]([NH:22][C:28]([N:30]4[CH2:31][CH:32]([OH:40])[CH2:34]4)=[O:29])=[C:15]3[N:14]=2)[CH:5]=[CH:6][CH:7]=1. The yield is 0.960. The reactants are [F:1][C:2]1[CH:3]=[C:4]([C@H:8]2[CH2:12][CH2:11][CH2:10][N:9]2[C:13]2[CH:18]=[CH:17][N:16]3[N:19]=[CH:20][C:21]([NH2:22])=[C:15]3[N:14]=2)[CH:5]=[CH:6][CH:7]=1.C1N=CN([C:28]([N:30]2[CH:34]=N[CH:32]=[CH:31]2)=[O:29])C=1.Cl.N1CC([OH:40])C1.CCN(C(C)C)C(C)C. (3) The reactants are [C:1]([Si:5]([O:8][CH2:9][C:10]1[CH:15]=[C:14]([F:16])[C:13]([N:17]=[C:18]=[O:19])=[CH:12][C:11]=1[F:20])([CH3:7])[CH3:6])([CH3:4])([CH3:3])[CH3:2].[OH:21][CH2:22][CH2:23][N:24]([CH3:46])[C@H:25]1[CH2:30][CH2:29][C@H:28]([O:31][C:32]([C:41]2[S:42][CH:43]=[CH:44][CH:45]=2)([C:36]2[S:37][CH:38]=[CH:39][CH:40]=2)[C:33]([O-:35])=[O:34])[CH2:27][CH2:26]1. No catalyst specified. The product is [C:1]([Si:5]([O:8][CH2:9][C:10]1[CH:15]=[C:14]([F:16])[C:13]([N:17]=[C:18]=[O:19])=[CH:12][C:11]=1[F:20])([CH3:7])[CH3:6])([CH3:4])([CH3:2])[CH3:3].[OH:21][CH2:22][CH2:23][N:24]([CH3:46])[C@H:25]1[CH2:30][CH2:29][C@H:28]([O:31][C:32]([C:36]2[S:37][CH:38]=[CH:39][CH:40]=2)([C:41]2[S:42][CH:43]=[CH:44][CH:45]=2)[C:33]([O-:35])=[O:34])[CH2:27][CH2:26]1.[CH:25]([NH:24][CH2:23][CH2:18][NH:17][CH:13]([CH3:12])[CH3:14])([CH3:30])[CH3:26]. The yield is 0.410. (4) The reactants are Br[C:2]1[CH:23]=[CH:22][C:5]([C:6]([NH:8][S:9]([C:12]2[CH:17]=[CH:16][CH:15]=[CH:14][C:13]=2[S:18](=[O:21])(=[O:20])[NH2:19])(=[O:11])=[O:10])=[O:7])=[CH:4][CH:3]=1.[CH3:24][C:25]([OH:29])([C:27]#[CH:28])[CH3:26].C(N(CC)CC)C. The catalyst is C1COCC1.[Cu]I.C1C=CC([P]([Pd]([P](C2C=CC=CC=2)(C2C=CC=CC=2)C2C=CC=CC=2)([P](C2C=CC=CC=2)(C2C=CC=CC=2)C2C=CC=CC=2)[P](C2C=CC=CC=2)(C2C=CC=CC=2)C2C=CC=CC=2)(C2C=CC=CC=2)C2C=CC=CC=2)=CC=1. The product is [OH:29][C:25]([CH3:26])([CH3:24])[C:27]#[C:28][C:2]1[CH:23]=[CH:22][C:5]([C:6]([NH:8][S:9]([C:12]2[CH:17]=[CH:16][CH:15]=[CH:14][C:13]=2[S:18](=[O:21])(=[O:20])[NH2:19])(=[O:11])=[O:10])=[O:7])=[CH:4][CH:3]=1. The yield is 0.200. (5) The reactants are [Cl:1][C:2]1[N:7]=[C:6]([C:8]2[S:12][C:11]([CH:13]([CH3:15])[CH3:14])=[N:10][C:9]=2[C:16]2[C:17]([O:23][CH3:24])=[C:18]([CH:20]=[CH:21][CH:22]=2)[NH2:19])[CH:5]=[CH:4][N:3]=1.N1C=CC=CC=1.[F:31][C:32]1[CH:37]=[CH:36][CH:35]=[C:34]([F:38])[C:33]=1[S:39](Cl)(=[O:41])=[O:40]. The product is [Cl:1][C:2]1[N:7]=[C:6]([C:8]2[S:12][C:11]([CH:13]([CH3:15])[CH3:14])=[N:10][C:9]=2[C:16]2[C:17]([O:23][CH3:24])=[C:18]([NH:19][S:39]([C:33]3[C:34]([F:38])=[CH:35][CH:36]=[CH:37][C:32]=3[F:31])(=[O:41])=[O:40])[CH:20]=[CH:21][CH:22]=2)[CH:5]=[CH:4][N:3]=1. The yield is 0.582. The catalyst is C(Cl)Cl. (6) The reactants are C([NH:4][C:5]1[CH:18]=[CH:17][C:16]2[S:15][C:14]3[C:9](=[CH:10][CH:11]=[C:12]([NH:19]C(=O)C)[CH:13]=3)[S:8][C:7]=2[CH:6]=1)(=O)C.Cl. The catalyst is C(O)C. The product is [NH2:19][C:12]1[CH:11]=[CH:10][C:9]2[S:8][C:7]3[C:16](=[CH:17][CH:18]=[C:5]([NH2:4])[CH:6]=3)[S:15][C:14]=2[CH:13]=1. The yield is 0.910. (7) The reactants are [CH3:1][C:2]1([NH:7][C:8](=[O:17])[O:9][CH2:10][C:11]2[CH:16]=[CH:15][CH:14]=[CH:13][CH:12]=2)[CH2:5][C:4](=C)[CH2:3]1.O.CC1C=CC=C(C)N=1.C(OI(C1C=CC=CC=1)OC(=O)C)(=[O:29])C. The catalyst is C1COCC1.O=[Os](=O)(=O)=O. The product is [CH3:1][C:2]1([NH:7][C:8](=[O:17])[O:9][CH2:10][C:11]2[CH:16]=[CH:15][CH:14]=[CH:13][CH:12]=2)[CH2:5][C:4](=[O:29])[CH2:3]1. The yield is 0.120.